From a dataset of Forward reaction prediction with 1.9M reactions from USPTO patents (1976-2016). Predict the product of the given reaction. (1) Given the reactants C(OC([N:8]1[CH2:13][CH2:12][N:11]([CH2:14][C:15]2[CH:20]=[CH:19][C:18]([NH:21][C:22]([NH:24][C:25]3[N:26]([CH2:34][CH3:35])[N:27]=[C:28]([C:30]([CH3:33])([CH3:32])[CH3:31])[CH:29]=3)=[O:23])=[CH:17][CH:16]=2)[CH2:10][CH2:9]1)=O)(C)(C)C.[ClH:36].O1CCOCC1, predict the reaction product. The product is: [ClH:36].[ClH:36].[C:30]([C:28]1[CH:29]=[C:25]([NH:24][C:22]([NH:21][C:18]2[CH:19]=[CH:20][C:15]([CH2:14][N:11]3[CH2:12][CH2:13][NH:8][CH2:9][CH2:10]3)=[CH:16][CH:17]=2)=[O:23])[N:26]([CH2:34][CH3:35])[N:27]=1)([CH3:31])([CH3:32])[CH3:33]. (2) Given the reactants [CH3:1][C:2]1[CH:7]=[CH:6][C:5]([S:8][C:9]2[CH:10]=[C:11]([OH:15])[CH:12]=[CH:13][CH:14]=2)=[C:4]([N+:16]([O-])=O)[CH:3]=1.Cl[Sn]Cl, predict the reaction product. The product is: [NH2:16][C:4]1[CH:3]=[C:2]([CH3:1])[CH:7]=[CH:6][C:5]=1[S:8][C:9]1[CH:10]=[C:11]([OH:15])[CH:12]=[CH:13][CH:14]=1. (3) Given the reactants [CH3:1][O:2][C:3]1[CH:8]=[C:7]([CH2:9][NH:10][C:11]([C:13]2[S:24][C:16]3[N:17]([CH3:23])[C:18](=[O:22])[NH:19][C:20](=[O:21])[C:15]=3[CH:14]=2)=[O:12])[CH:6]=[CH:5][N:4]=1.Br[CH2:26][C:27]1[CH:28]=[CH:29][C:30]([N+:33]([O-:35])=[O:34])=[N:31][CH:32]=1, predict the reaction product. The product is: [CH3:1][O:2][C:3]1[CH:8]=[C:7]([CH2:9][NH:10][C:11]([C:13]2[S:24][C:16]3[N:17]([CH3:23])[C:18](=[O:22])[N:19]([CH2:26][C:27]4[CH:32]=[N:31][C:30]([N+:33]([O-:35])=[O:34])=[CH:29][CH:28]=4)[C:20](=[O:21])[C:15]=3[CH:14]=2)=[O:12])[CH:6]=[CH:5][N:4]=1. (4) Given the reactants C(N[C:4]1[C:9]([N+:10]([O-:12])=[O:11])=[CH:8][CH:7]=[CH:6][CH:5]=1)C.Cl.N([O-])=O.[Na+].[C:18]([Cu])#[N:19].[C-]#N.[K+].[CH3:24][CH2:25]O, predict the reaction product. The product is: [CH2:24]([C:5]1[CH:6]=[CH:7][CH:8]=[C:9]([N+:10]([O-:12])=[O:11])[C:4]=1[C:18]#[N:19])[CH3:25].